This data is from NCI-60 drug combinations with 297,098 pairs across 59 cell lines. The task is: Regression. Given two drug SMILES strings and cell line genomic features, predict the synergy score measuring deviation from expected non-interaction effect. (1) Synergy scores: CSS=-5.78, Synergy_ZIP=4.04, Synergy_Bliss=4.43, Synergy_Loewe=-17.1, Synergy_HSA=-4.09. Cell line: COLO 205. Drug 2: CC1=C(N=C(N=C1N)C(CC(=O)N)NCC(C(=O)N)N)C(=O)NC(C(C2=CN=CN2)OC3C(C(C(C(O3)CO)O)O)OC4C(C(C(C(O4)CO)O)OC(=O)N)O)C(=O)NC(C)C(C(C)C(=O)NC(C(C)O)C(=O)NCCC5=NC(=CS5)C6=NC(=CS6)C(=O)NCCC[S+](C)C)O. Drug 1: C(=O)(N)NO. (2) Drug 1: CC12CCC(CC1=CCC3C2CCC4(C3CC=C4C5=CN=CC=C5)C)O. Drug 2: CCN(CC)CCCC(C)NC1=C2C=C(C=CC2=NC3=C1C=CC(=C3)Cl)OC. Cell line: SN12C. Synergy scores: CSS=14.1, Synergy_ZIP=-0.175, Synergy_Bliss=9.68, Synergy_Loewe=7.52, Synergy_HSA=7.65. (3) Drug 1: CNC(=O)C1=CC=CC=C1SC2=CC3=C(C=C2)C(=NN3)C=CC4=CC=CC=N4. Drug 2: CCC1=C2CN3C(=CC4=C(C3=O)COC(=O)C4(CC)O)C2=NC5=C1C=C(C=C5)O. Cell line: SK-MEL-5. Synergy scores: CSS=15.8, Synergy_ZIP=-0.0178, Synergy_Bliss=2.22, Synergy_Loewe=-42.3, Synergy_HSA=-3.18. (4) Drug 1: CS(=O)(=O)C1=CC(=C(C=C1)C(=O)NC2=CC(=C(C=C2)Cl)C3=CC=CC=N3)Cl. Drug 2: C1C(C(OC1N2C=NC3=C(N=C(N=C32)Cl)N)CO)O. Cell line: DU-145. Synergy scores: CSS=-2.98, Synergy_ZIP=0.721, Synergy_Bliss=-1.44, Synergy_Loewe=-4.24, Synergy_HSA=-5.25. (5) Drug 1: CCC1(CC2CC(C3=C(CCN(C2)C1)C4=CC=CC=C4N3)(C5=C(C=C6C(=C5)C78CCN9C7C(C=CC9)(C(C(C8N6C)(C(=O)OC)O)OC(=O)C)CC)OC)C(=O)OC)O.OS(=O)(=O)O. Drug 2: CCC1=C2CN3C(=CC4=C(C3=O)COC(=O)C4(CC)O)C2=NC5=C1C=C(C=C5)O. Cell line: OVCAR-5. Synergy scores: CSS=6.89, Synergy_ZIP=-3.76, Synergy_Bliss=-2.64, Synergy_Loewe=-10.5, Synergy_HSA=-6.49.